This data is from Full USPTO retrosynthesis dataset with 1.9M reactions from patents (1976-2016). The task is: Predict the reactants needed to synthesize the given product. Given the product [F:17][C:14]1([F:18])[CH2:15][CH2:16][CH:11]([O:10][C:5]2[CH:4]=[CH:3][C:2]([B:19]3[O:23][C:22]([CH3:25])([CH3:24])[C:21]([CH3:27])([CH3:26])[O:20]3)=[CH:9][C:6]=2[C:7]#[N:8])[CH2:12][CH2:13]1, predict the reactants needed to synthesize it. The reactants are: Br[C:2]1[CH:3]=[CH:4][C:5]([O:10][CH:11]2[CH2:16][CH2:15][C:14]([F:18])([F:17])[CH2:13][CH2:12]2)=[C:6]([CH:9]=1)[C:7]#[N:8].[B:19]1([B:19]2[O:23][C:22]([CH3:25])([CH3:24])[C:21]([CH3:27])([CH3:26])[O:20]2)[O:23][C:22]([CH3:25])([CH3:24])[C:21]([CH3:27])([CH3:26])[O:20]1.C([O-])(=O)C.[K+].